From a dataset of Retrosynthesis with 50K atom-mapped reactions and 10 reaction types from USPTO. Predict the reactants needed to synthesize the given product. Given the product Cc1c(Cl)c(C(F)(F)F)nn1CC(=O)N1CCN(c2ccccn2)CC1, predict the reactants needed to synthesize it. The reactants are: Cc1c(Cl)c(C(F)(F)F)nn1CC(=O)O.c1ccc(N2CCNCC2)nc1.